This data is from Full USPTO retrosynthesis dataset with 1.9M reactions from patents (1976-2016). The task is: Predict the reactants needed to synthesize the given product. (1) Given the product [CH3:1][O:2][C:3](=[O:19])[CH2:4][C:5]1([N:11]2[C:12]3[CH:17]=[CH:16][CH:15]=[CH:14][C:13]=3[NH:18][C:20]2=[O:21])[CH2:10][CH2:9][CH2:8][CH2:7][CH2:6]1, predict the reactants needed to synthesize it. The reactants are: [CH3:1][O:2][C:3](=[O:19])[CH2:4][C:5]1([NH:11][C:12]2[CH:17]=[CH:16][CH:15]=[CH:14][C:13]=2[NH2:18])[CH2:10][CH2:9][CH2:8][CH2:7][CH2:6]1.[C:20](N1C=CN=C1)(N1C=CN=C1)=[O:21]. (2) Given the product [CH:1]1([C:6]2[NH:14][C:13]3[C:12]4=[N:15][C@@H:16]([CH2:19][C:20]5[CH:25]=[CH:24][N:23]=[CH:22][CH:21]=5)[CH2:17][N:11]4[C:10](=[O:26])[N:9]([CH2:27][CH2:28][CH3:29])[C:8]=3[N:7]=2)[CH2:2][CH2:3][CH2:4][CH2:5]1, predict the reactants needed to synthesize it. The reactants are: [CH:1]1([C:6]2[NH:14][C:13]3[C:12]([NH:15][C@@H:16]([CH2:19][C:20]4[CH:25]=[CH:24][N:23]=[CH:22][CH:21]=4)[CH2:17]O)=[N:11][C:10](=[O:26])[N:9]([CH2:27][CH2:28][CH3:29])[C:8]=3[N:7]=2)[CH2:5][CH2:4][CH2:3][CH2:2]1.S(Cl)(Cl)=O. (3) Given the product [C:2]1([C:28]2[CH:33]=[CH:32][CH:31]=[CH:30][CH:29]=2)[CH:7]=[CH:6][C:5]([NH:8][C:9](=[O:27])[CH2:10][O:11][C:12]2[C:13]([CH3:26])([CH2:18][CH2:19][CH2:20][CH2:21][CH2:22][CH2:23][CH2:24][CH3:25])[S:14][C:15](=[O:17])[CH:16]=2)=[CH:4][CH:3]=1, predict the reactants needed to synthesize it. The reactants are: Br[C:2]1[CH:7]=[CH:6][C:5]([NH:8][C:9](=[O:27])[CH2:10][O:11][C:12]2[C:13]([CH3:26])([CH2:18][CH2:19][CH2:20][CH2:21][CH2:22][CH2:23][CH2:24][CH3:25])[S:14][C:15](=[O:17])[CH:16]=2)=[CH:4][CH:3]=1.[C:28]1(B(O)O)[CH:33]=[CH:32][CH:31]=[CH:30][CH:29]=1.C([O-])([O-])=O.[Cs+].[Cs+]. (4) Given the product [CH3:1][N:2]([CH3:23])[CH2:3][CH2:4][O:5][C:6]1[CH:11]=[C:10]([C:12]([OH:14])=[O:13])[CH:9]=[CH:8][C:7]=1[C:16]1[CH:17]=[CH:18][C:19]([F:22])=[CH:20][CH:21]=1, predict the reactants needed to synthesize it. The reactants are: [CH3:1][N:2]([CH3:23])[CH2:3][CH2:4][O:5][C:6]1[CH:11]=[C:10]([C:12]([O:14]C)=[O:13])[CH:9]=[CH:8][C:7]=1[C:16]1[CH:21]=[CH:20][C:19]([F:22])=[CH:18][CH:17]=1.Cl.CN(C)CCCl. (5) Given the product [F:1][C:2]1([F:24])[CH2:7][CH2:6][CH:5]([CH2:8][NH:9][C:10]([C:12]2[C:13]3[CH:14]=[CH:15][C:16]([N:25]4[CH2:29][CH2:28][CH:27]([NH:30][C:31](=[O:33])[CH3:32])[CH2:26]4)=[N:17][C:18]=3[CH:19]=[CH:20][C:21]=2[Cl:22])=[O:11])[CH2:4][CH2:3]1, predict the reactants needed to synthesize it. The reactants are: [F:1][C:2]1([F:24])[CH2:7][CH2:6][CH:5]([CH2:8][NH:9][C:10]([C:12]2[C:13]3[CH:14]=[CH:15][C:16](Cl)=[N:17][C:18]=3[CH:19]=[CH:20][C:21]=2[Cl:22])=[O:11])[CH2:4][CH2:3]1.[NH:25]1[CH2:29][CH2:28][CH:27]([NH:30][C:31](=[O:33])[CH3:32])[CH2:26]1. (6) Given the product [ClH:1].[CH3:10][CH:9]1[CH:3]([CH3:2])[CH2:4][N:5]([C:18](=[O:31])[C:19]2[CH:24]=[C:23]([CH3:25])[CH:22]=[CH:21][C:20]=2[N:26]2[N:30]=[CH:29][CH:28]=[N:27]2)[CH2:6][CH2:7][NH:8]1, predict the reactants needed to synthesize it. The reactants are: [ClH:1].[CH3:2][CH:3]1[CH:9]([CH3:10])[N:8](C(OC(C)(C)C)=O)[CH2:7][CH2:6][N:5]([C:18](=[O:31])[C:19]2[CH:24]=[C:23]([CH3:25])[CH:22]=[CH:21][C:20]=2[N:26]2[N:30]=[CH:29][CH:28]=[N:27]2)[CH2:4]1. (7) Given the product [Cl:35][C:36]1[N:41]=[C:40]([O:16][C@@H:17]([C@H:19]2[CH2:23][N:22]([C@@H:24]([C:26]3[CH:27]=[CH:28][C:29]([O:32][CH3:33])=[CH:30][CH:31]=3)[CH3:25])[C:21](=[O:34])[CH2:20]2)[CH3:18])[C:39]2[N:46]([CH2:49][O:50][CH2:51][CH2:52][Si:53]([CH3:56])([CH3:55])[CH3:54])[CH:47]=[N:48][C:38]=2[CH:37]=1, predict the reactants needed to synthesize it. The reactants are: C[Si]([N-][Si](C)(C)C)(C)C.[Na+].C1COCC1.[OH:16][C@@H:17]([C@H:19]1[CH2:23][N:22]([C@@H:24]([C:26]2[CH:31]=[CH:30][C:29]([O:32][CH3:33])=[CH:28][CH:27]=2)[CH3:25])[C:21](=[O:34])[CH2:20]1)[CH3:18].[Cl:35][C:36]1[N:41]=[C:40](S(C)(=O)=O)[C:39]2[N:46]([CH2:49][O:50][CH2:51][CH2:52][Si:53]([CH3:56])([CH3:55])[CH3:54])[CH:47]=[N:48][C:38]=2[CH:37]=1. (8) Given the product [F:1][C:2]1[C:10]2[O:9][C:8]([CH2:11][CH2:12][CH2:13][CH2:14][CH2:15][CH2:16][CH2:17][CH3:18])=[CH:7][C:6]=2[CH:5]=[C:4]([CH2:19][OH:25])[CH:3]=1, predict the reactants needed to synthesize it. The reactants are: [F:1][C:2]1[C:10]2[O:9][C:8]([CH2:11][CH2:12][CH2:13][CH2:14][CH2:15][CH2:16][CH2:17][CH3:18])=[CH:7][C:6]=2[CH:5]=[C:4]([CH2:19]N)[CH:3]=1.C([O:25]C(N1CC[C@H](O)[C@H]1C(O)=O)=O)(C)(C)C. (9) Given the product [ClH:15].[CH3:17][O:16][N:18]=[C:2]1[CH2:3][CH2:4][NH:5][CH2:6][CH2:7]1, predict the reactants needed to synthesize it. The reactants are: O=[C:2]1[CH2:7][CH2:6][N:5](C(OC(C)(C)C)=O)[CH2:4][CH2:3]1.[ClH:15].[O:16]([NH2:18])[CH3:17].C(=O)(O)[O-].[Na+]. (10) Given the product [CH3:31][O:32][C:33]1[CH:34]=[C:35]2[C:46]3[CH:39]([CH2:40][CH2:41][C:42]=3[C:43]=1[O:44][CH3:45])[N:38]([C:49](=[O:50])[CH2:19][CH2:18][NH:15][C:16](=[O:20])[CH3:17])[CH2:37][CH2:36]2, predict the reactants needed to synthesize it. The reactants are: Cl.CN(C)CCCN=C=NCC.C([N:15]([CH2:18][CH3:19])[CH2:16][CH3:17])C.[OH:20]N1C2C=CC=CC=2N=N1.Cl.[CH3:31][O:32][C:33]1[CH:34]=[C:35]2[C:46]3[CH:39]([CH2:40][CH2:41][C:42]=3[C:43]=1[O:44][CH3:45])[NH:38][CH2:37][CH2:36]2.CN(C)[CH:49]=[O:50].